This data is from Full USPTO retrosynthesis dataset with 1.9M reactions from patents (1976-2016). The task is: Predict the reactants needed to synthesize the given product. (1) Given the product [C:1]1([C@@H:7]([C@@H:12]2[CH2:16][CH2:15][CH2:14][O:13]2)[NH:8][C:9]([NH2:11])=[O:10])[CH:2]=[CH:3][CH:4]=[CH:5][CH:6]=1, predict the reactants needed to synthesize it. The reactants are: [C:1]1([CH:7]([CH:12]2[CH2:16][CH2:15][CH2:14][O:13]2)[NH:8][C:9]([NH2:11])=[O:10])[CH:6]=[CH:5][CH:4]=[CH:3][CH:2]=1. (2) Given the product [C:1]([OH:8])(=[O:7])/[CH:2]=[CH:3]/[C:4]([OH:6])=[O:5].[Cl:9][C:10]1[CH:15]=[CH:14][C:13]([C:16]2[S:17][C:18]3[C:19](=[O:39])[N:20]([C:25]4[CH:30]=[CH:29][C:28]([O:31][CH:32]5[CH2:33][N:34]([CH3:36])[CH2:35]5)=[C:27]([O:37][CH3:38])[CH:26]=4)[CH:21]=[CH:22][C:23]=3[N:24]=2)=[CH:12][CH:11]=1, predict the reactants needed to synthesize it. The reactants are: [C:1]([OH:8])(=[O:7])/[CH:2]=[CH:3]/[C:4]([OH:6])=[O:5].[Cl:9][C:10]1[CH:15]=[CH:14][C:13]([C:16]2[S:17][C:18]3[C:19](=[O:39])[N:20]([C:25]4[CH:30]=[CH:29][C:28]([O:31][CH:32]5[CH2:35][N:34]([CH3:36])[CH2:33]5)=[C:27]([O:37][CH3:38])[CH:26]=4)[CH:21]=[CH:22][C:23]=3[N:24]=2)=[CH:12][CH:11]=1. (3) The reactants are: Cl.[CH:2]1([CH2:5][O:6][C:7]2[CH:12]=[CH:11][C:10]([CH2:13][CH3:14])=[CH:9][C:8]=2[C:15]2[C:16]3[NH:23][C:22]([CH3:24])=[C:21]([C:25]([NH:27][CH:28]4[CH2:33][CH2:32][NH:31][CH2:30][CH2:29]4)=[O:26])[C:17]=3[N:18]=[CH:19][N:20]=2)[CH2:4][CH2:3]1.[C:34](Cl)(=[O:37])[CH2:35][CH3:36]. Given the product [CH:2]1([CH2:5][O:6][C:7]2[CH:12]=[CH:11][C:10]([CH2:13][CH3:14])=[CH:9][C:8]=2[C:15]2[C:16]3[NH:23][C:22]([CH3:24])=[C:21]([C:25]([NH:27][CH:28]4[CH2:29][CH2:30][N:31]([C:34](=[O:37])[CH2:35][CH3:36])[CH2:32][CH2:33]4)=[O:26])[C:17]=3[N:18]=[CH:19][N:20]=2)[CH2:4][CH2:3]1, predict the reactants needed to synthesize it. (4) Given the product [C:6]([C:8]1[CH:9]=[C:10]2[C:15](=[CH:16][C:17]=1[O:18][CH2:19][CH:20]([OH:21])[CH2:22][N:3]([CH2:4][CH3:5])[CH2:1][CH3:2])[N:14]=[CH:13][CH:12]=[C:11]2[O:23][C:24]1[CH:29]=[CH:28][C:27]([NH:30][C:31]([NH:33][C:34]2[CH:35]=[CH:36][C:37]([F:40])=[CH:38][CH:39]=2)=[O:32])=[C:26]([F:41])[CH:25]=1)#[N:7], predict the reactants needed to synthesize it. The reactants are: [CH2:1]([NH:3][CH2:4][CH3:5])[CH3:2].[C:6]([C:8]1[CH:9]=[C:10]2[C:15](=[CH:16][C:17]=1[O:18][CH2:19][CH:20]1[CH2:22][O:21]1)[N:14]=[CH:13][CH:12]=[C:11]2[O:23][C:24]1[CH:29]=[CH:28][C:27]([NH:30][C:31]([NH:33][C:34]2[CH:39]=[CH:38][C:37]([F:40])=[CH:36][CH:35]=2)=[O:32])=[C:26]([F:41])[CH:25]=1)#[N:7]. (5) Given the product [Cl:1][C:2]1[N:3]=[CH:4][C:5]2[N:11]([CH3:22])[C:10](=[O:12])[C:9]([F:14])([F:13])[CH2:8][N:7]([CH:15]3[CH2:20][CH2:19][CH2:18][CH2:17][CH2:16]3)[C:6]=2[N:21]=1, predict the reactants needed to synthesize it. The reactants are: [Cl:1][C:2]1[N:3]=[CH:4][C:5]2[NH:11][C:10](=[O:12])[C:9]([F:14])([F:13])[CH2:8][N:7]([CH:15]3[CH2:20][CH2:19][CH2:18][CH2:17][CH2:16]3)[C:6]=2[N:21]=1.[CH3:22]N(C)C=O.C(=O)([O-])[O-].[Cs+].[Cs+].IC. (6) The reactants are: [CH2:1]([N:3]1[C:7]2=[N:8][C:9]([CH2:33][CH3:34])=[C:10]([CH2:19][NH:20][C:21]([C:23]3[N:28]=[C:27]([C:29]([O:31]C)=[O:30])[CH:26]=[CH:25][CH:24]=3)=[O:22])[C:11]([NH:12][CH:13]3[CH2:18][CH2:17][O:16][CH2:15][CH2:14]3)=[C:6]2[CH:5]=[N:4]1)[CH3:2].O.[OH-].[Li+]. Given the product [CH2:1]([N:3]1[C:7]2=[N:8][C:9]([CH2:33][CH3:34])=[C:10]([CH2:19][NH:20][C:21]([C:23]3[N:28]=[C:27]([C:29]([OH:31])=[O:30])[CH:26]=[CH:25][CH:24]=3)=[O:22])[C:11]([NH:12][CH:13]3[CH2:14][CH2:15][O:16][CH2:17][CH2:18]3)=[C:6]2[CH:5]=[N:4]1)[CH3:2], predict the reactants needed to synthesize it.